This data is from Drug-target binding data from BindingDB using Ki measurements. The task is: Regression. Given a target protein amino acid sequence and a drug SMILES string, predict the binding affinity score between them. We predict pKi (pKi = -log10(Ki in M); higher means stronger inhibition). Dataset: bindingdb_ki. (1) The drug is c1ccc2cc(COC3CCNCC3)ccc2c1. The target protein sequence is MDKLDANVSSEEGFGSVEKVVLLTFLSTVILMAILGNLLVMVAVCWDRQLRKIKTNYFIVSLAFADLLVSVLVMPFGAIELVQDIWIYGEVFCLVRTSLDVLLTTASIFHLCCISLDRYYAICCQPLVYRNKMTPLRIALMLGGCWVIPTFISFLPIMQGWNNIGIIDLIEKRKFNQNSNSTYCVFMVNKPYAITCSVVAFYIPFLLMVLAYYRIYVTAKEHAHQIQMLQRAGASSESRPQSADQHSTHRMRTETKAAKTLCIIMGCFCLCWAPFFVTNIVDPFIDYTVPGQVWTAFLWLGYINSGLNPFLYAFLNKSFRRAFLIILCCDDERYRRPSILGQTVPCSTTTINGSTHVLSGCSPVSSFLLLFCNRPVPV. The pKi is 5.8. (2) The drug is O=C(/C=C/c1cccc(S(=O)(=O)Nc2ccccc2)c1)NO. The target protein (Q9UQL6) has sequence MNSPNESDGMSGREPSLEILPRTSLHSIPVTVEVKPVLPRAMPSSMGGGGGGSPSPVELRGALVGSVDPTLREQQLQQELLALKQQQQLQKQLLFAEFQKQHDHLTRQHEVQLQKHLKQQQEMLAAKQQQEMLAAKRQQELEQQRQREQQRQEELEKQRLEQQLLILRNKEKSKESAIASTEVKLRLQEFLLSKSKEPTPGGLNHSLPQHPKCWGAHHASLDQSSPPQSGPPGTPPSYKLPLPGPYDSRDDFPLRKTASEPNLKVRSRLKQKVAERRSSPLLRRKDGTVISTFKKRAVEITGAGPGASSVCNSAPGSGPSSPNSSHSTIAENGFTGSVPNIPTEMLPQHRALPLDSSPNQFSLYTSPSLPNISLGLQATVTVTNSHLTASPKLSTQQEAERQALQSLRQGGTLTGKFMSTSSIPGCLLGVALEGDGSPHGHASLLQHVLLLEQARQQSTLIAVPLHGQSPLVTGERVATSMRTVGKLPRHRPLSRTQSSP.... The pKi is 6.8. (3) The small molecule is CC(=O)N[C@H]1CN[C@H](CO)[C@@H](O)[C@@H]1O. The target protein sequence is MDLPRPELALVPRPRRLSARSGRFRLDRTTRLRVTPGAGPAAVLLRTLLAPATGLPLDSAADGAFVLALDPALTGLGDEGYGLTVSPQGVLLRAARPAGLLRGVQTVRQLLPYEALSGQPVRGVPWELPAVEITDVPRHAWRGSMLDVARHFQPVSYLQRYVDLLALHKLNVFHLHLTDDQGWRMPVAAHPRLTEVGGRRAESMVGPAGSDRFDGVPHGGSYTRAELRGLVAYAAERGVSVLPETGVPGHVRAALAAYPELGTDPARRLDVWTHWGVCENVLGTGENVLDFFRTVLDEVMDVFPSPYVHIGGDEVPTTEWELSPAARARAAREGLAGPRALHPWFIARLAEHLVRAGRRPVVWAESGVALPLDCTVMSWRDPAHARAAALRGHQVVHADHRATYFDYPRGAGPGEPPAQPGVVVDLRAVHEVDLAPPTPQAASRVLGAQGQLWTEFVRTPEHIEYLTFPRLCALAERVWDGTSGWRDFTARLAGHRARLD.... The pKi is 4.1. (4) The target protein (P58406) has sequence MERAPPDGLMNASGALAGEAAAAGGARGFSAAWTAVLAALMALLIVATVLGNALVMLAFVADSSLRTQNNFFLLNLAISDFLVGAFCIPLYVPYVLTGRWTFGRGLCKLWLVVDYLLCASSVFNIVLISYDRFLSVTRAVSYRAQQGDTRRAVRKMALVWVLAFLLYGPAILSWEYLSGGSSIPEGHCYAEFFYNWYFLITASTLEFFTPFLSVTFFNLSIYLNIQRRTRLRLDGGREAGPEPPPDAQPSPPPAPPSCWGCWPKGHGEAMPLHRYGVGEAGPGVETGEAGLGGGSGGGAAASPTSSSGSSSRGTERPRSLKRGSKPSASSASLEKRMKMVSQSITQRFRLSRDKKVAKSLAIIVSIFGLCWAPYTLLMIIRAACHGHCVPDYWYETSFWLLWANSAVNPVLYPLCHYSFRRAFTKLLCPQKLKVQPHGSLEQCWK. The pKi is 8.4. The drug is Nc1cc(CN2CCC(F)(C(=O)N3CCC(N4CCc5ccccc5C4)CC3)CC2)ccn1. (5) The compound is CC(=O)N1CCN(c2ccc(OC[C@H]3CO[C@](Cn4ccnc4)(c4ccc(Cl)cc4Cl)O3)cc2)CC1. The target protein (P78329) has sequence MSQLSLSWLGLWPVAASPWLLLLLVGASWLLAHVLAWTYAFYDNCRRLRCFPQPPRRNWFWGHQGMVNPTEEGMRVLTQLVATYPQGFKVWMGPISPLLSLCHPDIIRSVINASAAIAPKDKFFYSFLEPWLGDGLLLSAGDKWSRHRRMLTPAFHFNILKPYMKIFNESVNIMHAKWQLLASEGSACLDMFEHISLMTLDSLQKCVFSFDSHCQEKPSEYIAAILELSALVSKRHHEILLHIDFLYYLTPDGQRFRRACRLVHDFTDAVIQERRRTLPSQGVDDFLQAKAKSKTLDFIDVLLLSKDEDGKKLSDEDIRAEADTFMFEGHDTTASGLSWVLYHLAKHPEYQERCRQEVQELLKDREPKEIEWDDLAHLPFLTMCMKESLRLHPPVPVISRHVTQDIVLPDGRVIPKGIICLISVFGTHHNPAVWPDPEVYDPFRFDPENIKERSPLAFIPFSAGPRNCIGQTFAMAEMKVVLALTLLRFRVLPDHTEPRR.... The pKi is 6.1. (6) The small molecule is Cc1nc(C2CCN(c3ncnc4[nH]c(-c5ccc(C#N)cc5)cc34)CC2)[nH]c1-c1ccc(OC(F)(F)F)cc1. The target protein sequence is MRGARGAWDFLCVLLLLLRVQTGSSQPSVSPGEPSPPSIHPGKSDLIVRVGDEIRLLCTDPGFVKWTFEILDETNENKQNEWITEKAEATNTGKYTCTNKHGLSNSIYVFVRDPAKLFLVDRSLYGKEDNDTLVRCPLTDPEVTNYSLKGCQGKPLPKDLRFIPDPKAGIMIKSVKRAYHRLCLHCSVDQEGKSVLSEKFILKVRPAFKAVPVVSVSKASYLLREGEEFTVTCTIKDVSSSVYSTWKRENSQTKLQEKYNSWHHGDFNYERQATLTISSARVNDSGVFMCYANNTFGSANVTTTLEVVDKGFINIFPMINTTVFVNDGENVDLIVEYEAFPKPEHQQWIYMNRTFTDKWEDYPKSENESNIRYVSELHLTRLKGTEGGTYTFLVSNSDVNAAIAFNVYVNTKPEILTYDRLVNGMLQCVAAGFPEPTIDWYFCPGTEQRCSASVLPVDVQTLNSSGPPFGKLVVQSSIDSSAFKHNGTVECKAYNDVGKT.... The pKi is 6.3. (7) The small molecule is O=C(OCc1ccccc1)N1CC[C@@H]2C[C@@H]1c1ccc(N3CCN(Cc4ccccc4)CC3)cc12. The target protein (Q5U3Y7) has sequence MGAVTARRCVEWLLGLYFVSHIPITMFIDLQALLPPELYPQEFSNLLRWYSKEFKDPLMQEPPVWFKSFLFCELVFQLPFFPIAAYAFFKGSCRWIRIPAIIYAVHTITTLIPILYTILFEDFSKAIAFKGQRPENFRERLTLVGVYAPYLIIPLILLLFMLRNPYYKFEEKRKKK. The pKi is 7.0. (8) The compound is COCc1cccc(Cc2cnc(N)nc2N)c1. The target protein sequence is MKISLISAVSESGVIGSGPDIPWSVKGEQLLFKALTYNQWLLVGRKTFDSMGVLPNRKYAVVSKNGISSSNENVLVFPSIENALKELSKVTDHVYVSGGGQIYNSLIEKADIIHLSTVHVEVEGDIKFPIMPENFNLVFEQFFMSNINYTYQIWKKG. The pKi is 6.6.